Dataset: Forward reaction prediction with 1.9M reactions from USPTO patents (1976-2016). Task: Predict the product of the given reaction. (1) Given the reactants [Cl:1][C:2]1[CH:3]=[C:4]([N:9]2[C:13]([C:14]3[CH:15]=[CH:16][C:17]4[N:18]([N:20]=[CH:21][N:22]=4)[CH:19]=3)=[C:12]([CH3:23])[NH:11][C:10]2=[O:24])[CH:5]=[CH:6][C:7]=1[F:8].CN(C)C=O.CC(C)([O-])C.[K+].Br[CH2:37][C:38]1[CH:46]=[CH:45][C:41]2=[N:42][O:43][N:44]=[C:40]2[CH:39]=1, predict the reaction product. The product is: [N:22]1[CH:21]=[N:20][N:18]2[CH:19]=[C:14]([C:13]3[N:9]([C:4]4[CH:5]=[CH:6][C:7]([F:8])=[C:2]([Cl:1])[CH:3]=4)[C:10](=[O:24])[N:11]([CH2:37][C:38]4[CH:46]=[CH:45][C:41]5=[N:42][O:43][N:44]=[C:40]5[CH:39]=4)[C:12]=3[CH3:23])[CH:15]=[CH:16][C:17]=12. (2) Given the reactants [Li][CH2:2]CCC.[CH3:6][O:7][C:8]1[CH:9]=[C:10]([C:18](=O)[CH3:19])[CH:11]=[CH:12][C:13]=1[O:14][CH2:15][O:16][CH3:17], predict the reaction product. The product is: [C:18]([C:10]1[CH:11]=[CH:12][C:13]([O:14][CH2:15][O:16][CH3:17])=[C:8]([O:7][CH3:6])[CH:9]=1)([CH3:19])=[CH2:2]. (3) Given the reactants O1B([C@@H](NC(=O)[C@@H](NC(C2C=NC=CN=2)=O)CC2C=CC=CC=2)CC(C)C)[O:5][B:4]([C@@H:32]([NH:37][C:38](=[O:56])[C@@H:39]([NH:47][C:48]([C:50]2[CH:55]=[N:54][CH:53]=[CH:52][N:51]=2)=[O:49])[CH2:40][C:41]2[CH:46]=[CH:45][CH:44]=[CH:43][CH:42]=2)[CH2:33][CH:34]([CH3:36])[CH3:35])[O:3]B1[C@@H](NC(=O)[C@@H](NC(C1C=NC=CN=1)=O)CC1C=CC=CC=1)CC(C)C.[C:82](O)(=[O:89])[C@@H:83]([CH2:85][C:86]([OH:88])=[O:87])O, predict the reaction product. The product is: [CH3:35][CH:34]([CH3:36])[CH2:33][C@@H:32]([B:4]1[O:5][C@H:83]([CH2:85][C:86]([OH:88])=[O:87])[C:82](=[O:89])[O:3]1)[NH:37][C:38](=[O:56])[C@@H:39]([NH:47][C:48]([C:50]1[CH:55]=[N:54][CH:53]=[CH:52][N:51]=1)=[O:49])[CH2:40][C:41]1[CH:46]=[CH:45][CH:44]=[CH:43][CH:42]=1. (4) The product is: [F:33][C:15]1[CH:16]=[C:17]([C:20]([F:31])([F:32])[C:21]([F:30])([F:29])[C:22]([F:27])([F:28])[C:23]([F:25])([F:26])[F:24])[CH:18]=[CH:19][C:14]=1[NH:13][C:11]1[C:5]([C:6]([O:39][CH2:40][CH3:41])=[O:7])=[CH:4][N:3]([CH3:2])[C:49](=[O:50])[CH:12]=1. Given the reactants Cl[C:2]1[CH:12]=[C:11]([NH:13][C:14]2[CH:19]=[CH:18][C:17]([C:20]([F:32])([F:31])[C:21]([F:30])([F:29])[C:22]([F:28])([F:27])[C:23]([F:26])([F:25])[F:24])=[CH:16][C:15]=2[F:33])[C:5]([C:6](OCC)=[O:7])=[CH:4][N:3]=1.COS([O:39][CH3:40])(=O)=O.[CH2:41](N(CC)CC)C.C[C:49](O)=[O:50], predict the reaction product.